From a dataset of Reaction yield outcomes from USPTO patents with 853,638 reactions. Predict the reaction yield, written as a fraction of the theoretical maximum amount of product (1.0 means a 100% yield; for example, 0.34 means a 34% yield). (1) The reactants are [CH3:1][N:2]1[C:10]2[C:5](=[CH:6][CH:7]=[CH:8][CH:9]=2)[C:4]([CH2:11][NH:12][C:13]2[CH:18]=[CH:17][CH:16]=[CH:15][C:14]=2[N+:19]([O-])=O)=[CH:3]1.[H][H]. The catalyst is C(O)C.[Pd]. The product is [CH3:1][N:2]1[C:10]2[C:5](=[CH:6][CH:7]=[CH:8][CH:9]=2)[C:4]([CH2:11][NH:12][C:13]2[CH:18]=[CH:17][CH:16]=[CH:15][C:14]=2[NH2:19])=[CH:3]1. The yield is 0.900. (2) The reactants are [Cl:1][C:2]1[C:3]([C:29](=[O:39])[N:30]([CH2:35][CH2:36][CH2:37][CH3:38])[CH2:31][CH2:32][CH2:33][CH3:34])=[N:4][N:5]([C:8]2[CH:16]=[CH:15][C:11]([C:12]([OH:14])=[O:13])=[CH:10][C:9]=2[C:17]([N:19]2[CH2:28][CH2:27][C:26]3[C:21](=[CH:22][CH:23]=[CH:24][CH:25]=3)[CH2:20]2)=[O:18])[C:6]=1C.ClC1C(C(=O)N(CCCC)CCCC)=NN(C2C=CC(C(OCC)=O)=CC=2C(N2CCC3C(=CC=CC=3)C2)=O)C=1. No catalyst specified. The product is [Cl:1][C:2]1[C:3]([C:29](=[O:39])[N:30]([CH2:35][CH2:36][CH2:37][CH3:38])[CH2:31][CH2:32][CH2:33][CH3:34])=[N:4][N:5]([C:8]2[CH:16]=[CH:15][C:11]([C:12]([OH:14])=[O:13])=[CH:10][C:9]=2[C:17]([N:19]2[CH2:28][CH2:27][C:26]3[C:21](=[CH:22][CH:23]=[CH:24][CH:25]=3)[CH2:20]2)=[O:18])[CH:6]=1. The yield is 0.940. (3) The yield is 0.930. The catalyst is [Pd].[Pd].C(=CC(C=CC1C=CC=CC=1)=O)C1C=CC=CC=1.C(=CC(C=CC1C=CC=CC=1)=O)C1C=CC=CC=1.C(=CC(C=CC1C=CC=CC=1)=O)C1C=CC=CC=1. The product is [CH2:22]([O:29][C:30]([N:32]1[CH2:37][CH2:36][CH:35]([S:38]([C:41]2[CH:46]=[CH:45][C:44]([NH:18][C:15]3[N:16]=[N:17][C:12]4[CH:11]=[C:10]([C:3]5[CH:4]=[C:5]([O:8][CH3:9])[CH:6]=[CH:7][C:2]=5[Cl:1])[CH:20]=[C:19]([CH3:21])[C:13]=4[N:14]=3)=[CH:43][CH:42]=2)(=[O:39])=[O:40])[CH2:34][CH2:33]1)=[O:31])[C:23]1[CH:24]=[CH:25][CH:26]=[CH:27][CH:28]=1. The reactants are [Cl:1][C:2]1[CH:7]=[CH:6][C:5]([O:8][CH3:9])=[CH:4][C:3]=1[C:10]1[CH:20]=[C:19]([CH3:21])[C:13]2[N:14]=[C:15]([NH2:18])[N:16]=[N:17][C:12]=2[CH:11]=1.[CH2:22]([O:29][C:30]([N:32]1[CH2:37][CH2:36][CH:35]([S:38]([C:41]2[CH:46]=[CH:45][C:44](Br)=[CH:43][CH:42]=2)(=[O:40])=[O:39])[CH2:34][CH2:33]1)=[O:31])[C:23]1[CH:28]=[CH:27][CH:26]=[CH:25][CH:24]=1.C(=O)([O-])[O-].[Cs+].[Cs+].C1(P(C2C=CC=CC=2)C2C3OC4C(=CC=CC=4P(C4C=CC=CC=4)C4C=CC=CC=4)C(C)(C)C=3C=CC=2)C=CC=CC=1.